From a dataset of Retrosynthesis with 50K atom-mapped reactions and 10 reaction types from USPTO. Predict the reactants needed to synthesize the given product. Given the product Cc1ccc2c(-c3cccc(F)c3)ccnc2c1, predict the reactants needed to synthesize it. The reactants are: C[Mg+].Fc1cccc(-c2ccnc3cc(Cl)ccc23)c1.